Task: Predict the product of the given reaction.. Dataset: Forward reaction prediction with 1.9M reactions from USPTO patents (1976-2016) (1) Given the reactants [F:1][C:2]1[CH:3]=[C:4]([CH:22]=[CH:23][C:24]=1[C:25]([F:28])([F:27])[F:26])[CH2:5][C@H:6]1[CH2:11][C@H:10]([C:12]2[O:16][NH:15][C:14](=[O:17])[CH:13]=2)[CH2:9][CH2:8][N:7]1C(OC)=O.Br, predict the reaction product. The product is: [F:1][C:2]1[CH:3]=[C:4]([CH:22]=[CH:23][C:24]=1[C:25]([F:27])([F:26])[F:28])[CH2:5][C@H:6]1[CH2:11][C@H:10]([C:12]2[O:16][NH:15][C:14](=[O:17])[CH:13]=2)[CH2:9][CH2:8][NH:7]1. (2) Given the reactants F[C:2]1[CH:9]=[CH:8][C:5]([CH:6]=[O:7])=[C:4]([C:10]([F:13])([F:12])[F:11])[CH:3]=1.[NH:14]1[CH2:19][CH2:18][O:17][CH2:16][CH2:15]1.C(=O)([O-])[O-].[K+].[K+].CS(C)=O, predict the reaction product. The product is: [N:14]1([C:2]2[CH:9]=[CH:8][C:5]([CH:6]=[O:7])=[C:4]([C:10]([F:13])([F:12])[F:11])[CH:3]=2)[CH2:19][CH2:18][O:17][CH2:16][CH2:15]1. (3) The product is: [Br:1][C:2]1[C:7]([N:32]2[CH2:37][CH2:36][CH:35]([OH:38])[CH2:34][CH2:33]2)=[N:6][C:5]([C:9]2[C:17]3[C:12](=[CH:13][N:14]=[C:15]([C:18]4[CH:19]=[N:20][CH:21]=[CH:22][CH:23]=4)[CH:16]=3)[NH:11][N:10]=2)=[CH:4][CH:3]=1. Given the reactants [Br:1][C:2]1[CH:3]=[CH:4][C:5]([C:9]2[C:17]3[C:12](=[CH:13][N:14]=[C:15]([C:18]4[CH:19]=[N:20][CH:21]=[CH:22][CH:23]=4)[CH:16]=3)[N:11](COCC[Si](C)(C)C)[N:10]=2)=[N:6][C:7]=1F.[NH:32]1[CH2:37][CH2:36][CH:35]([OH:38])[CH2:34][CH2:33]1, predict the reaction product. (4) Given the reactants C(OC([C:6]1[NH:7][C:8]([CH3:18])=[C:9]([CH2:12][CH2:13][C:14]([O:16]C)=[O:15])[C:10]=1[CH3:11])=O)C.[OH-:19].[K+].Cl.[CH2:22]([OH:25])[CH2:23]O, predict the reaction product. The product is: [CH3:18][C:8]1[NH:7][CH:6]=[C:10]([CH3:11])[C:9]=1[CH2:12][CH2:13][C:14]([OH:16])=[O:15].[CH3:13][CH2:12][CH2:9][C:8]1[NH:7][CH:6]=[C:10]([CH3:11])[C:23]=1[C:22]([OH:25])=[O:19]. (5) Given the reactants [CH2:1]([O:3][P:4]([CH:9]=[C:10]1[NH:16][CH2:15][CH2:14][N:13]([CH3:17])[C:12]2[CH:18]=[CH:19][CH:20]=[CH:21][C:11]1=2)(=[O:8])[O:5][CH2:6][CH3:7])[CH3:2].[F:22]C1C=CC(F)=CC=1C(O)=O, predict the reaction product. The product is: [CH2:1]([O:3][P:4]([CH:9]=[C:10]1[NH:16][CH2:15][CH2:14][N:13]([CH3:17])[C:12]2[CH:18]=[CH:19][C:20]([F:22])=[CH:21][C:11]1=2)(=[O:8])[O:5][CH2:6][CH3:7])[CH3:2].